From a dataset of Full USPTO retrosynthesis dataset with 1.9M reactions from patents (1976-2016). Predict the reactants needed to synthesize the given product. (1) Given the product [CH2:6]([NH:8][C@H:9]([C:14]([NH:36][C@@H:33]1[C@@H:31]2[C@@H:30]([CH2:29][N:28]([S:25]([C:22]3[CH:21]=[CH:20][C:19]([C:18]([F:17])([F:37])[F:38])=[CH:24][CH:23]=3)(=[O:26])=[O:27])[CH2:32]2)[CH2:35][CH2:34]1)=[O:16])[CH2:10][CH:11]([CH3:12])[CH3:13])[C:40]([CH3:45])([CH3:41])[CH3:39], predict the reactants needed to synthesize it. The reactants are: C(O[C:6]([NH:8][C@H:9]([C:14]([OH:16])=O)[CH2:10][CH:11]([CH3:13])[CH3:12])=O)(C)(C)C.[F:17][C:18]([F:38])([F:37])[C:19]1[CH:24]=[CH:23][C:22]([S:25]([N:28]2[CH2:32][C@@H:31]3[C@@H:33]([NH2:36])[CH2:34][CH2:35][C@@H:30]3[CH2:29]2)(=[O:27])=[O:26])=[CH:21][CH:20]=1.[CH2:39](N1C[C@@H]2[C@@H](N)CC[C@@H]2C1)[C:40]1[CH:45]=CC=C[CH:41]=1. (2) The reactants are: Cl.[CH3:2][S:3]([N:6]1[C:14]2[CH:13]=[CH:12][N:11]=[CH:10][C:9]=2[NH:8][C:7]1=[O:15])(=[O:5])=[O:4].[H-].[Na+].Cl.[Cl:19][C:20]1[CH:35]=[CH:34][C:23]2[N:24]([CH2:29][CH2:30][CH2:31][CH2:32][F:33])[C:25]([CH2:27]Cl)=[N:26][C:22]=2[CH:21]=1. Given the product [Cl:19][C:20]1[CH:35]=[CH:34][C:23]2[N:24]([CH2:29][CH2:30][CH2:31][CH2:32][F:33])[C:25]([CH2:27][N:8]3[C:9]4[CH:10]=[N:11][CH:12]=[CH:13][C:14]=4[N:6]([S:3]([CH3:2])(=[O:5])=[O:4])[C:7]3=[O:15])=[N:26][C:22]=2[CH:21]=1, predict the reactants needed to synthesize it. (3) Given the product [F:31][C@H:26]([CH2:25][C@@H:20]([CH2:19][P:9]([OH:10])([OH:11])=[O:8])[C:21]([OH:23])=[O:22])[C:27]([OH:29])=[O:28], predict the reactants needed to synthesize it. The reactants are: C([O:8][P:9]([CH2:19][C@H:20]([CH2:25][C@@H:26]([F:31])[C:27]([O:29]C)=[O:28])[C:21]([O:23]C)=[O:22])([O:11]CC1C=CC=CC=1)=[O:10])C1C=CC=CC=1.